From a dataset of Reaction yield outcomes from USPTO patents with 853,638 reactions. Predict the reaction yield, written as a fraction of the theoretical maximum amount of product (1.0 means a 100% yield; for example, 0.34 means a 34% yield). (1) The reactants are [CH:1]([C:4]1[C:9](=[O:10])[N:8]2[N:11]=[CH:12][C:13]([C:14]3[CH:15]=[N:16][NH:17][CH:18]=3)=[C:7]2[NH:6][C:5]=1[CH3:19])([CH3:3])[CH3:2].Br[C:21]1[CH:22]=[N:23][CH:24]=[CH:25][CH:26]=1.N1CCC[C@H]1C(O)=O.C([O-])([O-])=O.[K+].[K+]. The catalyst is CS(C)=O.[Cu]I. The product is [CH:1]([C:4]1[C:9](=[O:10])[N:8]2[N:11]=[CH:12][C:13]([C:14]3[CH:18]=[N:17][N:16]([C:21]4[CH:22]=[N:23][CH:24]=[CH:25][CH:26]=4)[CH:15]=3)=[C:7]2[NH:6][C:5]=1[CH3:19])([CH3:3])[CH3:2]. The yield is 0.370. (2) The reactants are [C:1]([C:5]1[CH:10]=[CH:9][C:8]([CH2:11][C:12]#[N:13])=[CH:7][CH:6]=1)([CH3:4])([CH3:3])[CH3:2].C([O:16][C:17]([C:19]1[N:23]([CH3:24])[N:22]=[C:21]([CH3:25])[C:20]=1[CH3:26])=O)C.C(OCCOCCO)C.CO.C[O-].[Na+]. The catalyst is O.COCCOCCOC.CCCCCCC. The product is [C:1]([C:5]1[CH:6]=[CH:7][C:8]([CH:11]([C:17]([C:19]2[N:23]([CH3:24])[N:22]=[C:21]([CH3:25])[C:20]=2[CH3:26])=[O:16])[C:12]#[N:13])=[CH:9][CH:10]=1)([CH3:4])([CH3:2])[CH3:3]. The yield is 0.915. (3) The product is [O:1]1[C:5]2[CH:6]=[CH:7][CH:8]=[CH:9][C:4]=2[C:3]([CH2:10][CH2:11][CH2:12][N:13]([CH2:28][CH2:29][CH3:30])[CH:14]2[CH2:23][C:22]3[C:21]([C:24]([NH2:26])=[O:25])=[CH:20][CH:19]=[C:18]([F:27])[C:17]=3[O:16][CH2:15]2)=[CH:2]1. The catalyst is CO.C(Cl)Cl.CO. The reactants are [O:1]1[C:5]2[CH:6]=[CH:7][CH:8]=[CH:9][C:4]=2[C:3]([CH2:10][CH2:11][CH2:12][NH:13][CH:14]2[CH2:23][C:22]3[C:21]([C:24]([NH2:26])=[O:25])=[CH:20][CH:19]=[C:18]([F:27])[C:17]=3[O:16][CH2:15]2)=[CH:2]1.[CH:28](=O)[CH2:29][CH3:30].C(O)(=O)C.C([BH3-])#N.[Na+]. The yield is 0.860. (4) The reactants are [CH3:1][O:2]/[N:3]=[C:4](/[C:15]1[CH:20]=[CH:19][CH:18]=[CH:17][CH:16]=1)\[CH2:5][O:6][C:7]1[CH:12]=[CH:11][C:10]([CH2:13][OH:14])=[CH:9][CH:8]=1.[CH:21]1([CH2:24][O:25][C:26]2[CH:31]=[C:30](O)[CH:29]=[CH:28][C:27]=2[CH2:33][CH2:34][C:35]([O:37]C)=[O:36])[CH2:23][CH2:22]1. No catalyst specified. The product is [CH:21]1([CH2:24][O:25][C:26]2[CH:31]=[C:30]([O:14][CH2:13][C:10]3[CH:11]=[CH:12][C:7]([O:6][CH2:5]/[C:4](=[N:3]\[O:2][CH3:1])/[C:15]4[CH:20]=[CH:19][CH:18]=[CH:17][CH:16]=4)=[CH:8][CH:9]=3)[CH:29]=[CH:28][C:27]=2[CH2:33][CH2:34][C:35]([OH:37])=[O:36])[CH2:22][CH2:23]1. The yield is 0.0420.